Predict which catalyst facilitates the given reaction. From a dataset of Catalyst prediction with 721,799 reactions and 888 catalyst types from USPTO. Reactant: [Cl:1][C:2]1[CH:3]=[C:4]([C:12](=[O:21])[CH2:13][C:14](=O)[C:15]([O:17][CH2:18][CH3:19])=[O:16])[CH:5]=[CH:6][C:7]=1[O:8][CH:9]([CH3:11])[CH3:10].Cl.[NH2:23]O. Product: [Cl:1][C:2]1[CH:3]=[C:4]([C:12]2[O:21][N:23]=[C:14]([C:15]([O:17][CH2:18][CH3:19])=[O:16])[CH:13]=2)[CH:5]=[CH:6][C:7]=1[O:8][CH:9]([CH3:11])[CH3:10]. The catalyst class is: 8.